Predict which catalyst facilitates the given reaction. From a dataset of Catalyst prediction with 721,799 reactions and 888 catalyst types from USPTO. Reactant: [Cl:1][C:2]1[CH:7]=[CH:6][C:5]([S:8](Cl)(=[O:10])=[O:9])=[CH:4][C:3]=1[N+:12]([O-:14])=[O:13].[Cl:15][C:16]1[CH:17]=[C:18]([CH:20]=[CH:21][CH:22]=1)[NH2:19].N1C=CC=CC=1. Product: [Cl:1][C:2]1[CH:7]=[CH:6][C:5]([S:8]([NH:19][C:18]2[CH:20]=[CH:21][CH:22]=[C:16]([Cl:15])[CH:17]=2)(=[O:10])=[O:9])=[CH:4][C:3]=1[N+:12]([O-:14])=[O:13]. The catalyst class is: 2.